From a dataset of Full USPTO retrosynthesis dataset with 1.9M reactions from patents (1976-2016). Predict the reactants needed to synthesize the given product. (1) Given the product [Cl:18][C:2]1[S:1][C:5]2[NH:6][C:7]([C:9]([O:11][CH2:12][CH3:13])=[O:10])=[CH:8][C:4]=2[CH:3]=1, predict the reactants needed to synthesize it. The reactants are: [S:1]1[C:5]2[NH:6][C:7]([C:9]([O:11][CH2:12][CH3:13])=[O:10])=[CH:8][C:4]=2[CH:3]=[CH:2]1.CC(O)=O.[Cl:18]N1C(=O)CCC1=O. (2) Given the product [CH3:17][N:18]1[CH:22]=[C:21]([S:23]([N:9]2[CH2:10][CH2:11][CH2:12][C:7]([C:1]3[CH:2]=[CH:3][CH:4]=[CH:5][CH:6]=3)([C:13]([O:15][CH3:16])=[O:14])[CH2:8]2)(=[O:25])=[O:24])[N:20]=[CH:19]1, predict the reactants needed to synthesize it. The reactants are: [C:1]1([C:7]2([C:13]([O:15][CH3:16])=[O:14])[CH2:12][CH2:11][CH2:10][NH:9][CH2:8]2)[CH:6]=[CH:5][CH:4]=[CH:3][CH:2]=1.[CH3:17][N:18]1[CH:22]=[C:21]([S:23](Cl)(=[O:25])=[O:24])[N:20]=[CH:19]1.